From a dataset of Peptide-MHC class I binding affinity with 185,985 pairs from IEDB/IMGT. Regression. Given a peptide amino acid sequence and an MHC pseudo amino acid sequence, predict their binding affinity value. This is MHC class I binding data. The peptide sequence is KIRNRIERL. The MHC is HLA-B40:01 with pseudo-sequence HLA-B40:01. The binding affinity (normalized) is 0.0847.